Task: Regression. Given two drug SMILES strings and cell line genomic features, predict the synergy score measuring deviation from expected non-interaction effect.. Dataset: Merck oncology drug combination screen with 23,052 pairs across 39 cell lines (1) Drug 1: CCC1=CC2CN(C1)Cc1c([nH]c3ccccc13)C(C(=O)OC)(c1cc3c(cc1OC)N(C)C1C(O)(C(=O)OC)C(OC(C)=O)C4(CC)C=CCN5CCC31C54)C2. Drug 2: CC(C)CC(NC(=O)C(Cc1ccccc1)NC(=O)c1cnccn1)B(O)O. Cell line: SKOV3. Synergy scores: synergy=-22.2. (2) Synergy scores: synergy=-2.54. Drug 2: O=C(O)C1(Cc2cccc(Nc3nccs3)n2)CCC(Oc2cccc(Cl)c2F)CC1. Cell line: ZR751. Drug 1: CCN(CC)CCNC(=O)c1c(C)[nH]c(C=C2C(=O)Nc3ccc(F)cc32)c1C. (3) Drug 1: COC1=C2CC(C)CC(OC)C(O)C(C)C=C(C)C(OC(N)=O)C(OC)C=CC=C(C)C(=O)NC(=CC1=O)C2=O. Drug 2: CCC1(O)C(=O)OCc2c1cc1n(c2=O)Cc2cc3c(CN(C)C)c(O)ccc3nc2-1. Cell line: OV90. Synergy scores: synergy=-8.44. (4) Drug 1: O=S1(=O)NC2(CN1CC(F)(F)F)C1CCC2Cc2cc(C=CCN3CCC(C(F)(F)F)CC3)ccc2C1. Drug 2: Cc1nc(Nc2ncc(C(=O)Nc3c(C)cccc3Cl)s2)cc(N2CCN(CCO)CC2)n1. Cell line: HT144. Synergy scores: synergy=-41.8. (5) Cell line: COLO320DM. Drug 1: N#Cc1ccc(Cn2cncc2CN2CCN(c3cccc(Cl)c3)C(=O)C2)cc1. Drug 2: COC1CC2CCC(C)C(O)(O2)C(=O)C(=O)N2CCCCC2C(=O)OC(C(C)CC2CCC(OP(C)(C)=O)C(OC)C2)CC(=O)C(C)C=C(C)C(O)C(OC)C(=O)C(C)CC(C)C=CC=CC=C1C. Synergy scores: synergy=15.9. (6) Drug 1: COC12C(COC(N)=O)C3=C(C(=O)C(C)=C(N)C3=O)N1CC1NC12. Drug 2: CS(=O)(=O)CCNCc1ccc(-c2ccc3ncnc(Nc4ccc(OCc5cccc(F)c5)c(Cl)c4)c3c2)o1. Cell line: ZR751. Synergy scores: synergy=34.8. (7) Drug 1: COC1CC2CCC(C)C(O)(O2)C(=O)C(=O)N2CCCCC2C(=O)OC(C(C)CC2CCC(OP(C)(C)=O)C(OC)C2)CC(=O)C(C)C=C(C)C(O)C(OC)C(=O)C(C)CC(C)C=CC=CC=C1C. Drug 2: CCc1c2c(nc3ccc(O)cc13)-c1cc3c(c(=O)n1C2)COC(=O)C3(O)CC. Cell line: KPL1. Synergy scores: synergy=41.0.